The task is: Regression/Classification. Given a drug SMILES string, predict its absorption, distribution, metabolism, or excretion properties. Task type varies by dataset: regression for continuous measurements (e.g., permeability, clearance, half-life) or binary classification for categorical outcomes (e.g., BBB penetration, CYP inhibition). Dataset: cyp3a4_substrate_carbonmangels.. This data is from CYP3A4 substrate classification data from Carbon-Mangels et al.. The molecule is O=[P@]1(N(CCCl)CCCl)NCCCO1. The result is 1 (substrate).